Dataset: Peptide-MHC class II binding affinity with 134,281 pairs from IEDB. Task: Regression. Given a peptide amino acid sequence and an MHC pseudo amino acid sequence, predict their binding affinity value. This is MHC class II binding data. (1) The peptide sequence is AETCPIFYDVFFAVA. The MHC is DRB1_0301 with pseudo-sequence DRB1_0301. The binding affinity (normalized) is 0.606. (2) The peptide sequence is AGWLAFFRDLVARGL. The MHC is DRB3_0202 with pseudo-sequence DRB3_0202. The binding affinity (normalized) is 0.452. (3) The MHC is DRB1_1302 with pseudo-sequence DRB1_1302. The binding affinity (normalized) is 0.584. The peptide sequence is YREEIYRKGLGNFVQ. (4) The peptide sequence is FESASKARLPDLKTV. The MHC is DRB1_0101 with pseudo-sequence DRB1_0101. The binding affinity (normalized) is 0.336. (5) The peptide sequence is SPEVIPMFSALSE. The MHC is H-2-IAb with pseudo-sequence H-2-IAb. The binding affinity (normalized) is 0.281. (6) The peptide sequence is ATAAAAAAVDRGDPP. The MHC is DRB1_1501 with pseudo-sequence DRB1_1501. The binding affinity (normalized) is 0.